From a dataset of CYP3A4 inhibition data for predicting drug metabolism from PubChem BioAssay. Regression/Classification. Given a drug SMILES string, predict its absorption, distribution, metabolism, or excretion properties. Task type varies by dataset: regression for continuous measurements (e.g., permeability, clearance, half-life) or binary classification for categorical outcomes (e.g., BBB penetration, CYP inhibition). Dataset: cyp3a4_veith. The compound is COc1ccc(CN(CCC#N)C(=S)NC(=O)c2ccccc2)cc1. The result is 1 (inhibitor).